Dataset: Reaction yield outcomes from USPTO patents with 853,638 reactions. Task: Predict the reaction yield, written as a fraction of the theoretical maximum amount of product (1.0 means a 100% yield; for example, 0.34 means a 34% yield). The reactants are Br[C:2]1[CH:9]=[CH:8][C:5]([CH2:6][OH:7])=[CH:4][CH:3]=1.[C:10]([Si:12]([CH3:15])([CH3:14])[CH3:13])#[CH:11].C1(P(C2C=CC=CC=2)C2C=CC=CC=2)C=CC=CC=1.C(NCC)C. The catalyst is CN(C)C=O.Cl[Pd](Cl)([P](C1C=CC=CC=1)(C1C=CC=CC=1)C1C=CC=CC=1)[P](C1C=CC=CC=1)(C1C=CC=CC=1)C1C=CC=CC=1.[Cu](I)I. The product is [CH3:13][Si:12]([C:10]#[C:11][C:2]1[CH:9]=[CH:8][C:5]([CH2:6][OH:7])=[CH:4][CH:3]=1)([CH3:15])[CH3:14]. The yield is 0.910.